Dataset: Forward reaction prediction with 1.9M reactions from USPTO patents (1976-2016). Task: Predict the product of the given reaction. (1) Given the reactants [NH2:1][C:2]1[C:3]([C:18](O)=[O:19])=[N:4][C:5]([C:12]2[CH:13]=[N:14][N:15]([CH3:17])[CH:16]=2)=[C:6]([C:8]([F:11])([F:10])[F:9])[CH:7]=1.[NH2:21][CH2:22][C:23]([CH3:29])([OH:28])[C:24]([F:27])([F:26])[F:25], predict the reaction product. The product is: [NH2:1][C:2]1[C:3]([C:18]([NH:21][CH2:22][C:23]([OH:28])([CH3:29])[C:24]([F:27])([F:26])[F:25])=[O:19])=[N:4][C:5]([C:12]2[CH:13]=[N:14][N:15]([CH3:17])[CH:16]=2)=[C:6]([C:8]([F:10])([F:11])[F:9])[CH:7]=1. (2) Given the reactants [CH2:1]([N:8]1[CH2:13][CH2:12][CH:11]([CH3:14])[CH:10]([NH:15][C:16]2[C:17]3[N:18]([CH:24]=[CH:25][CH:26]=3)[N:19]=[CH:20][C:21]=2[C:22]#[N:23])[CH2:9]1)[C:2]1[CH:7]=[CH:6][CH:5]=[CH:4][CH:3]=1.[NH4+].[OH-:28].OO, predict the reaction product. The product is: [CH2:1]([N:8]1[CH2:13][CH2:12][CH:11]([CH3:14])[CH:10]([NH:15][C:16]2[C:17]3[N:18]([CH:24]=[CH:25][CH:26]=3)[N:19]=[CH:20][C:21]=2[C:22]([NH2:23])=[O:28])[CH2:9]1)[C:2]1[CH:7]=[CH:6][CH:5]=[CH:4][CH:3]=1. (3) Given the reactants [C:1](=[C:4]([C:10]([O:12]CC)=[O:11])[C:5]([O:7]CC)=[O:6])([CH3:3])[CH3:2].[OH-].[K+].[N+]([O-])(O)=O.[N+]([O-])([O-])=O.[Ag+:25], predict the reaction product. The product is: [C:1](=[C:4]([C:10]([O-:12])=[O:11])[C:5]([O-:7])=[O:6])([CH3:3])[CH3:2].[Ag+2:25]. (4) The product is: [Cl:17][C:18]1[C:19]([C:2]2[S:6][C:5]([C:7]([NH:9][C:10]3[CH:15]=[CH:14][CH:13]=[CH:12][C:11]=3[F:16])=[O:8])=[CH:4][CH:3]=2)=[CH:20][C:21]2[O:25][C:24]([CH3:26])=[N:23][C:22]=2[CH:27]=1. Given the reactants Br[C:2]1[S:6][C:5]([C:7]([NH:9][C:10]2[CH:15]=[CH:14][CH:13]=[CH:12][C:11]=2[F:16])=[O:8])=[CH:4][CH:3]=1.[Cl:17][C:18]1[C:19](B2OC(C)(C)C(C)(C)O2)=[CH:20][C:21]2[O:25][C:24]([CH3:26])=[N:23][C:22]=2[CH:27]=1.C(=O)([O-])[O-].[Na+].[Na+].CC(=O)OCC.[Cl-].[Na+].O, predict the reaction product. (5) The product is: [CH3:1][O:2][C:3]1[CH:4]=[C:5]2[C:10](=[CH:11][C:12]=1[O:13][CH3:14])[N:9]=[CH:8][CH:7]=[C:6]2[O:15][C:16]1[CH:22]=[CH:21][C:19]([NH:20][C:38](=[O:40])[O:56][CH:54]([C:53]2[CH:57]=[CH:58][CH:59]=[C:51]([O:50][CH3:49])[CH:52]=2)[CH3:55])=[CH:18][CH:17]=1. Given the reactants [CH3:1][O:2][C:3]1[CH:4]=[C:5]2[C:10](=[CH:11][C:12]=1[O:13][CH3:14])[N:9]=[CH:8][CH:7]=[C:6]2[O:15][C:16]1[CH:22]=[CH:21][C:19]([NH2:20])=[CH:18][CH:17]=1.C1(C)C=CC=CC=1.C(N(CC)CC)C.Cl[C:38](Cl)([O:40]C(=O)OC(Cl)(Cl)Cl)Cl.[CH3:49][O:50][C:51]1[CH:52]=[C:53]([CH:57]=[CH:58][CH:59]=1)[CH:54]([OH:56])[CH3:55], predict the reaction product.